Dataset: Full USPTO retrosynthesis dataset with 1.9M reactions from patents (1976-2016). Task: Predict the reactants needed to synthesize the given product. (1) Given the product [CH:33]1([CH2:36][NH:37][C:11]([C:10]2[CH:9]=[C:8]3[C:3](=[C:2]([Cl:1])[C:15]=2[NH:14][C:13]([C:16]2[N:17]([C:25]4[C:30]([Cl:31])=[CH:29][CH:28]=[CH:27][N:26]=4)[N:18]=[C:19]([C:21]([F:23])([F:24])[F:22])[CH:20]=2)=[O:12])[N:4]=[CH:5][CH:6]=[N:7]3)=[O:32])[CH2:35][CH2:34]1, predict the reactants needed to synthesize it. The reactants are: [Cl:1][C:2]1[C:3]2[C:8]([CH:9]=[C:10]3[C:15]=1[N:14]=[C:13]([C:16]1[N:17]([C:25]4[C:30]([Cl:31])=[CH:29][CH:28]=[CH:27][N:26]=4)[N:18]=[C:19]([C:21]([F:24])([F:23])[F:22])[CH:20]=1)[O:12][C:11]3=[O:32])=[N:7][CH:6]=[CH:5][N:4]=2.[CH:33]1([CH2:36][NH2:37])[CH2:35][CH2:34]1. (2) Given the product [NH:38]1[CH2:37][CH2:36][N:35]=[C:3]1[C:4]1[CH:5]=[C:6]([NH:10][C:11](=[O:12])[NH:13][C:14]2[CH:15]=[CH:16][C:17]([S:20]([NH:21][CH2:22][C:23]3[CH:24]=[CH:25][C:26]([S:29](=[O:31])(=[O:32])[NH2:30])=[CH:27][CH:28]=3)(=[O:33])=[O:34])=[CH:18][CH:19]=2)[CH:7]=[CH:8][CH:9]=1, predict the reactants needed to synthesize it. The reactants are: CO[C:3](=[NH:35])[C:4]1[CH:9]=[CH:8][CH:7]=[C:6]([NH:10][C:11]([NH:13][C:14]2[CH:19]=[CH:18][C:17]([S:20](=[O:34])(=[O:33])[NH:21][CH2:22][C:23]3[CH:28]=[CH:27][C:26]([S:29](=[O:32])(=[O:31])[NH2:30])=[CH:25][CH:24]=3)=[CH:16][CH:15]=2)=[O:12])[CH:5]=1.[CH2:36](N)[CH2:37][NH2:38].